From a dataset of Experimentally validated miRNA-target interactions with 360,000+ pairs, plus equal number of negative samples. Binary Classification. Given a miRNA mature sequence and a target amino acid sequence, predict their likelihood of interaction. The miRNA is hsa-miR-7153-3p with sequence CACCAUGGACGGUUUACC. The protein sequence of the target gene is MSSSYYVNALFSKYTAGASLFQNAEPTSCSFAPNSQRSGYGPGAGAFASTVPGLYNVNSPLYQSPFASGYGLGADAYNLPCASYDQNIPGLCSDLAKGACDKADEGVLHGPAEASFRIYPWMRSSGPDRKRGRQTYTRYQTLELEKEFHFNRYLTRRRRIEIAHALCLTERQIKIWFQNRRMKWKKEHKDESQAPTAAPEDAVPSVSTAADKADEEEEEEEEEEEEEEE. Result: 0 (no interaction).